From a dataset of Reaction yield outcomes from USPTO patents with 853,638 reactions. Predict the reaction yield, written as a fraction of the theoretical maximum amount of product (1.0 means a 100% yield; for example, 0.34 means a 34% yield). (1) The reactants are [CH3:1][O:2][C:3]1[CH:19]=[CH:18][C:6]([C:7]([C:9]23[O:16][C:15](=[O:17])[CH:14]2[CH2:13][CH2:12][CH2:11][CH2:10]3)=[O:8])=[CH:5][CH:4]=1.[CH2:20]([NH2:24])[CH2:21][CH2:22][CH3:23]. The catalyst is COC(C)(C)C. The product is [CH2:20]([NH:24][C:15]([CH:14]1[CH2:13][CH2:12][CH2:11][CH2:10][C:9]1([C:7](=[O:8])[C:6]1[CH:18]=[CH:19][C:3]([O:2][CH3:1])=[CH:4][CH:5]=1)[OH:16])=[O:17])[CH2:21][CH2:22][CH3:23]. The yield is 0.850. (2) The reactants are [CH2:1]([O:8][C@@H:9]1[C@H:15]([OH:16])[C@H:14]([OH:17])[C@@H:13]([CH2:18][OH:19])[C:10]21[CH2:12][CH2:11]2)[C:2]1[CH:7]=[CH:6][CH:5]=[CH:4][CH:3]=1.N1C=CN=C1.Cl[Si:26]([CH:39]([CH3:41])[CH3:40])([CH:36]([CH3:38])[CH3:37])[O:27][Si:28](Cl)([CH:32]([CH3:34])[CH3:33])[CH:29]([CH3:31])[CH3:30]. The catalyst is CN(C=O)C. The product is [CH2:1]([O:8][C@H:9]1[C:10]2([CH2:12][CH2:11]2)[C@H:13]2[C@@H:14]([O:17][Si:26]([CH:36]([CH3:38])[CH3:37])([CH:39]([CH3:41])[CH3:40])[O:27][Si:28]([CH:32]([CH3:34])[CH3:33])([CH:29]([CH3:30])[CH3:31])[O:19][CH2:18]2)[C@H:15]1[OH:16])[C:2]1[CH:3]=[CH:4][CH:5]=[CH:6][CH:7]=1. The yield is 0.920. (3) The reactants are Br[C:2]1[CH:7]=[CH:6][C:5]([N+:8]([O-:10])=[O:9])=[C:4]([F:11])[CH:3]=1.[N+:12]([C:15]1[CH:21]=[C:20](B2OC(C)(C)C(C)(C)O2)[CH:19]=[CH:18][C:16]=1[NH2:17])([O-:14])=[O:13]. The catalyst is COCCOC.O. The product is [F:11][C:4]1[CH:3]=[C:2]([C:20]2[CH:19]=[CH:18][C:16]([NH2:17])=[C:15]([N+:12]([O-:14])=[O:13])[CH:21]=2)[CH:7]=[CH:6][C:5]=1[N+:8]([O-:10])=[O:9]. The yield is 0.450. (4) The reactants are [CH3:1][CH:2]([CH3:28])[C:3]([N:5]1[CH2:10][CH:9]=[C:8]([C:11]2[C:19]3[C:14](=[N:15][CH:16]=[C:17]([N+:24]([O-])=O)[C:18]=3[C:20]([F:23])([F:22])[F:21])[N:13]([CH3:27])[CH:12]=2)[CH2:7][CH2:6]1)=[O:4].[H][H]. The catalyst is CCO.[OH-].[OH-].[Pd+2]. The product is [NH2:24][C:17]1[C:18]([C:20]([F:23])([F:22])[F:21])=[C:19]2[C:11]([CH:8]3[CH2:9][CH2:10][N:5]([C:3](=[O:4])[CH:2]([CH3:1])[CH3:28])[CH2:6][CH2:7]3)=[CH:12][N:13]([CH3:27])[C:14]2=[N:15][CH:16]=1. The yield is 1.07. (5) The reactants are [NH2:1][C:2]1[CH:7]=[N:6][C:5]([Br:8])=[CH:4][N:3]=1.CN(C)C1C=CC=CC=1.[CH3:18][O:19][C:20](=[O:26])[CH2:21][CH2:22][C:23](Cl)=[O:24]. The catalyst is O1CCCC1. The product is [Br:8][C:5]1[N:6]=[CH:7][C:2]([NH:1][C:23](=[O:24])[CH2:22][CH2:21][C:20]([O:19][CH3:18])=[O:26])=[N:3][CH:4]=1. The yield is 0.700. (6) The reactants are [N+:1]([C:4]1[CH:9]=[CH:8][CH:7]=[CH:6][C:5]=1[NH:10][C@@H:11]([CH3:14])[CH2:12][OH:13])([O-])=O.C(O)(=O)C.[H][H]. The catalyst is [Pd].CO. The product is [NH2:1][C:4]1[CH:9]=[CH:8][CH:7]=[CH:6][C:5]=1[NH:10][C@@H:11]([CH3:14])[CH2:12][OH:13]. The yield is 0.880. (7) The reactants are C[Si]([N-][Si](C)(C)C)(C)C.[Li+].[CH3:11][O:12][C:13](=[O:31])[CH2:14][C:15]1[CH:20]=[CH:19][N:18]=[C:17]([C:21]2[CH:26]=[CH:25][C:24]([C:27]([F:30])([F:29])[F:28])=[CH:23][CH:22]=2)[CH:16]=1.Cl[CH2:33]/[CH:34]=[CH:35]\[CH2:36]Cl. The catalyst is C1COCC1. The product is [CH3:11][O:12][C:13]([C:14]1([C:15]2[CH:20]=[CH:19][N:18]=[C:17]([C:21]3[CH:22]=[CH:23][C:24]([C:27]([F:30])([F:28])[F:29])=[CH:25][CH:26]=3)[CH:16]=2)[CH2:36][CH:35]=[CH:34][CH2:33]1)=[O:31]. The yield is 0.470. (8) The reactants are [Cl:1][C:2]1[CH:7]=[CH:6][C:5]([NH:8][C:9](=[O:14])[C:10]([CH3:13])([CH3:12])[CH3:11])=[CH:4][C:3]=1[C:15]([F:18])([F:17])[F:16].[CH2:19]([Li])CCC.IC. The catalyst is C1COCC1.O.CCOCC. The product is [Cl:1][C:2]1[CH:7]=[CH:6][C:5]([NH:8][C:9](=[O:14])[C:10]([CH3:11])([CH3:12])[CH3:13])=[C:4]([CH3:19])[C:3]=1[C:15]([F:16])([F:17])[F:18]. The yield is 0.670. (9) The reactants are [N:1]1([C:10]([C@@H:12]([C@H:22]([CH2:35][OH:36])[O:23][CH2:24][P:25]([O:31][CH:32]([CH3:34])[CH3:33])([O:27][CH:28]([CH3:30])[CH3:29])=[O:26])[O:13]C(=O)C2C=CC=CC=2)=[O:11])[CH:9]=[C:7]([CH3:8])[C:5](=[O:6])[NH:4][C:2]1=[O:3].N. The catalyst is CO. The product is [N:1]1([C:10]([C@@H:12]([C@H:22]([CH2:35][OH:36])[O:23][CH2:24][P:25]([O:31][CH:32]([CH3:34])[CH3:33])([O:27][CH:28]([CH3:30])[CH3:29])=[O:26])[OH:13])=[O:11])[CH:9]=[C:7]([CH3:8])[C:5](=[O:6])[NH:4][C:2]1=[O:3]. The yield is 0.710. (10) The reactants are [C:1]([CH2:3][C@@:4]1([C:30]([O:32]C)=O)[CH2:8][CH2:7][C@H:6]([C:9]2[CH:14]=[CH:13][C:12]([O:15]CC3C=CC=CC=3)=[CH:11][CH:10]=2)[N:5]1[C:23]([O:25][C:26]([CH3:29])([CH3:28])[CH3:27])=[O:24])#[N:2]. The catalyst is CO.[Ni]. The product is [OH:15][C:12]1[CH:13]=[CH:14][C:9]([C@H:6]2[CH2:7][CH2:8][C@:4]3([CH2:3][CH2:1][NH:2][C:30]3=[O:32])[N:5]2[C:23]([O:25][C:26]([CH3:27])([CH3:28])[CH3:29])=[O:24])=[CH:10][CH:11]=1. The yield is 0.680.